Regression. Given two drug SMILES strings and cell line genomic features, predict the synergy score measuring deviation from expected non-interaction effect. From a dataset of NCI-60 drug combinations with 297,098 pairs across 59 cell lines. Drug 1: CN(CC1=CN=C2C(=N1)C(=NC(=N2)N)N)C3=CC=C(C=C3)C(=O)NC(CCC(=O)O)C(=O)O. Drug 2: CCC1=C2N=C(C=C(N2N=C1)NCC3=C[N+](=CC=C3)[O-])N4CCCCC4CCO. Cell line: HT29. Synergy scores: CSS=73.4, Synergy_ZIP=2.54, Synergy_Bliss=2.27, Synergy_Loewe=-4.76, Synergy_HSA=3.93.